This data is from Full USPTO retrosynthesis dataset with 1.9M reactions from patents (1976-2016). The task is: Predict the reactants needed to synthesize the given product. (1) Given the product [N:4]1[C:13]2[C:8](=[CH:9][CH:10]=[CH:11][CH:12]=2)[CH:7]=[CH:6][C:5]=1[CH:14]([OH:15])[CH3:1], predict the reactants needed to synthesize it. The reactants are: [CH3:1][Mg]Br.[N:4]1[C:13]2[C:8](=[CH:9][CH:10]=[CH:11][CH:12]=2)[CH:7]=[CH:6][C:5]=1[CH:14]=[O:15].[Cl-].[NH4+]. (2) Given the product [NH2:13][N:18]1[C:19]([CH3:22])=[CH:20][CH:21]=[C:16]([CH3:15])[C:17]1=[NH2+:23].[CH3:8][C:3]1[CH:4]=[C:5]([CH3:7])[CH:6]=[C:1]([CH3:14])[C:2]=1[S:9]([O-:12])(=[O:11])=[O:10], predict the reactants needed to synthesize it. The reactants are: [C:1]1([CH3:14])[CH:6]=[C:5]([CH3:7])[CH:4]=[C:3]([CH3:8])[C:2]=1[S:9]([O:12][NH2:13])(=[O:11])=[O:10].[CH3:15][C:16]1[C:17]([NH2:23])=[N:18][C:19]([CH3:22])=[CH:20][CH:21]=1. (3) The reactants are: [F:1][C:2]1[CH:10]=[CH:9][C:8]([CH:11]([OH:13])[CH3:12])=[CH:7][C:3]=1[C:4]([OH:6])=O.[C:14]([O:18][C:19]([N:21]1[CH2:27][CH2:26][CH2:25][NH:24][CH2:23][CH2:22]1)=[O:20])([CH3:17])([CH3:16])[CH3:15].C(N(CC)CC)C. Given the product [C:14]([O:18][C:19]([N:21]1[CH2:27][CH2:26][CH2:25][N:24]([C:4](=[O:6])[C:3]2[CH:7]=[C:8]([CH:11]([OH:13])[CH3:12])[CH:9]=[CH:10][C:2]=2[F:1])[CH2:23][CH2:22]1)=[O:20])([CH3:17])([CH3:15])[CH3:16], predict the reactants needed to synthesize it. (4) Given the product [CH3:21][O:20][C:17]1[N:16]=[CH:15][C:14]([NH:12][C:10]2[C:9]3[C:4](=[CH:5][CH:6]=[CH:7][CH:8]=3)[N:3]=[C:2]([NH:22][CH3:23])[N:11]=2)=[CH:19][CH:18]=1, predict the reactants needed to synthesize it. The reactants are: Cl[C:2]1[N:11]=[C:10]([N:12]([C:14]2[CH:15]=[N:16][C:17]([O:20][CH3:21])=[CH:18][CH:19]=2)C)[C:9]2[C:4](=[CH:5][CH:6]=[CH:7][CH:8]=2)[N:3]=1.[NH3:22].[CH3:23]O. (5) Given the product [C:24]([O:23][C@@H:19]([C:14]1[C:13]([C:28]2[CH:29]=[CH:30][C:31]([Cl:34])=[CH:32][CH:33]=2)=[C:12]2[C:17](=[CH:16][C:15]=1[CH3:18])[N:8]([CH3:1])[C:9](=[O:35])[CH:10]=[CH:11]2)[C:20]([OH:22])=[O:21])([CH3:27])([CH3:25])[CH3:26], predict the reactants needed to synthesize it. The reactants are: [CH2:1]([N:8]1[C:17]2[C:12](=[C:13]([C:28]3[CH:33]=[CH:32][C:31]([Cl:34])=[CH:30][CH:29]=3)[C:14]([C@H:19]([O:23][C:24]([CH3:27])([CH3:26])[CH3:25])[C:20]([OH:22])=[O:21])=[C:15]([CH3:18])[CH:16]=2)[CH:11]=[CH:10][C:9]1=[O:35])C1C=CC=CC=1.IC. (6) Given the product [N:19]1([C:2]2[CH:7]=[C:6]([N:16]3[CH2:17][CH2:18][CH:13]([OH:12])[CH2:14][CH2:15]3)[CH:5]=[C:4]([N+:9]([O-:11])=[O:10])[CH:3]=2)[CH2:24][CH2:23][O:22][CH2:21][CH2:20]1, predict the reactants needed to synthesize it. The reactants are: F[C:2]1[CH:3]=[C:4]([N+:9]([O-:11])=[O:10])[CH:5]=[C:6](F)[CH:7]=1.[OH:12][CH:13]1[CH2:18][CH2:17][NH:16][CH2:15][CH2:14]1.[NH:19]1[CH2:24][CH2:23][O:22][CH2:21][CH2:20]1. (7) Given the product [CH3:1][O:15][C:14]([C:10]1[CH:9]=[C:8]([Cl:7])[CH:13]=[CH:12][N:11]=1)=[O:16], predict the reactants needed to synthesize it. The reactants are: [C:1](Cl)(=O)C(Cl)=O.[Cl:7][C:8]1[CH:13]=[CH:12][N:11]=[C:10]([C:14]([OH:16])=[O:15])[CH:9]=1.CN(C)C=O. (8) Given the product [C:38]([O:37][C:35]([NH:5][CH2:4][CH2:3][CH2:2][CH2:6][N:9]1[C:18](=[O:19])[C:20]2[N:25]3[C:26](=[CH:27][N:28]=[C:24]3[CH:23]=[CH:22][CH:21]=2)[C:29]1=[O:34])=[O:36])([CH3:41])([CH3:40])[CH3:39], predict the reactants needed to synthesize it. The reactants are: N[CH2:2][CH2:3][CH2:4][NH2:5].[CH:6]([N:9](CC)C(C)C)(C)C.C(O[C:18]([C:20]1[N:25]2[C:26]([C:29](=[O:34])C(Cl)(Cl)Cl)=[CH:27][N:28]=[C:24]2[CH:23]=[CH:22][CH:21]=1)=[O:19])C.[C:35](O[C:35]([O:37][C:38]([CH3:41])([CH3:40])[CH3:39])=[O:36])([O:37][C:38]([CH3:41])([CH3:40])[CH3:39])=[O:36]. (9) Given the product [CH2:1]([C:3]1[C:11]2[C:6](=[CH:7][CH:8]=[CH:9][C:10]=2[NH:12][C:13]([C:15]2[N:19]3[CH:20]=[CH:21][C:22]([C:24]([NH:26][CH:27]4[CH2:31][CH2:30][N:29]([CH3:44])[CH2:28]4)=[O:25])=[CH:23][C:18]3=[N:17][CH:16]=2)=[O:14])[N:5]([CH2:32][C:33]2[CH:38]=[CH:37][CH:36]=[C:35]([CH3:39])[N:34]=2)[N:4]=1)[CH3:2], predict the reactants needed to synthesize it. The reactants are: [CH2:1]([C:3]1[C:11]2[C:6](=[CH:7][CH:8]=[CH:9][C:10]=2[NH:12][C:13]([C:15]2[N:19]3[CH:20]=[CH:21][C:22]([C:24]([NH:26][CH:27]4[CH2:31][CH2:30][NH:29][CH2:28]4)=[O:25])=[CH:23][C:18]3=[N:17][CH:16]=2)=[O:14])[N:5]([CH2:32][C:33]2[CH:38]=[CH:37][CH:36]=[C:35]([CH3:39])[N:34]=2)[N:4]=1)[CH3:2].C=O.[BH-](OC(C)=O)(OC(C)=O)O[C:44](C)=O.[Na+]. (10) Given the product [CH3:6][NH:8][C@H:10]1[CH2:14][CH2:13][N:12]([S:15]([C:18]2[C:19]3[C:20]([Cl:31])=[CH:21][N:22]=[C:23]([O:28][CH2:29][CH3:30])[C:24]=3[CH:25]=[CH:26][CH:27]=2)(=[O:16])=[O:17])[CH2:11]1.[F:32][C:33]([F:38])([F:37])[C:34]([O-:36])=[O:35], predict the reactants needed to synthesize it. The reactants are: C(O[C:6]([N:8]([C@H:10]1[CH2:14][CH2:13][N:12]([S:15]([C:18]2[C:19]3[C:20]([Cl:31])=[CH:21][N:22]=[C:23]([O:28][CH2:29][CH3:30])[C:24]=3[CH:25]=[CH:26][CH:27]=2)(=[O:17])=[O:16])[CH2:11]1)C)=O)(C)(C)C.[F:32][C:33]([F:38])([F:37])[C:34]([OH:36])=[O:35].